From a dataset of Reaction yield outcomes from USPTO patents with 853,638 reactions. Predict the reaction yield, written as a fraction of the theoretical maximum amount of product (1.0 means a 100% yield; for example, 0.34 means a 34% yield). (1) The reactants are S(Cl)([Cl:3])=O.[NH2:5][C@@H:6]1[CH2:10][CH2:9][C@H:8]([C:11]([OH:13])=[O:12])[CH2:7]1.[CH3:14]O. No catalyst specified. The product is [ClH:3].[NH2:5][C@@H:6]1[CH2:10][CH2:9][C@H:8]([C:11]([O:13][CH3:14])=[O:12])[CH2:7]1. The yield is 0.940. (2) The yield is 0.670. The product is [Cl:1][C:2]1[CH:3]=[C:4]([CH:9]2[CH2:14][CH2:13][CH2:12][NH:11][CH2:10]2)[CH:5]=[C:6]([Cl:8])[CH:7]=1. The reactants are [Cl:1][C:2]1[CH:3]=[C:4]([C@@H:9]2[CH2:14][CH2:13][CH2:12][N:11](C(=O)[C@H](OC)C3C=CC=CC=3)[CH2:10]2)[CH:5]=[C:6]([Cl:8])[CH:7]=1.[Li+].[B-](CC)(CC)CC.Cl. The catalyst is C1COCC1.